From a dataset of Full USPTO retrosynthesis dataset with 1.9M reactions from patents (1976-2016). Predict the reactants needed to synthesize the given product. (1) Given the product [O:4]1[C:8]2=[C:9]([N:13]3[CH2:18][CH2:17][N:16]([CH2:19][CH2:20][C@H:21]4[CH2:26][CH2:25][C@H:24]([NH:27][C:34](=[O:35])[C:33]5[CH:37]=[CH:38][C:30]([C:29]([F:28])([F:39])[F:40])=[CH:31][CH:32]=5)[CH2:23][CH2:22]4)[CH2:15][CH2:14]3)[N:10]=[CH:11][CH:12]=[C:7]2[CH2:6][CH2:5]1, predict the reactants needed to synthesize it. The reactants are: Cl.Cl.Cl.[O:4]1[C:8]2=[C:9]([N:13]3[CH2:18][CH2:17][N:16]([CH2:19][CH2:20][C@H:21]4[CH2:26][CH2:25][C@H:24]([NH2:27])[CH2:23][CH2:22]4)[CH2:15][CH2:14]3)[N:10]=[CH:11][CH:12]=[C:7]2[CH2:6][CH2:5]1.[F:28][C:29]([F:40])([F:39])[C:30]1[CH:38]=[CH:37][C:33]([C:34](O)=[O:35])=[CH:32][CH:31]=1. (2) The reactants are: [CH2:1]([N:8]1[CH2:12][CH:11]([C:13]2[CH:18]=[CH:17][C:16]([F:19])=[CH:15][C:14]=2[CH3:20])[CH:10]([NH2:21])[CH2:9]1)[C:2]1[CH:7]=[CH:6][CH:5]=[CH:4][CH:3]=1.[C:22]([O-])([O-])=O.[K+].[K+].ClC(OCC)=O.B. Given the product [CH2:1]([N:8]1[CH2:12][C@@H:11]([C:13]2[CH:18]=[CH:17][C:16]([F:19])=[CH:15][C:14]=2[CH3:20])[C@H:10]([NH:21][CH3:22])[CH2:9]1)[C:2]1[CH:7]=[CH:6][CH:5]=[CH:4][CH:3]=1, predict the reactants needed to synthesize it.